This data is from M1 muscarinic receptor antagonist screen with 61,756 compounds. The task is: Binary Classification. Given a drug SMILES string, predict its activity (active/inactive) in a high-throughput screening assay against a specified biological target. (1) The compound is S(c1n(c(nn1)CCc1[nH]c2c(n1)cccc2)c1ccccc1)CC(=O)NCc1occc1. The result is 0 (inactive). (2) The drug is O=C(C(n1c(=O)ccnc1)NC(=O)c1ccccc1)c1ccccc1. The result is 0 (inactive). (3) The result is 0 (inactive). The compound is O=C/1C(CC=C)=CC=CC1=C\Nn1cnnc1. (4) The result is 0 (inactive). The molecule is S(Cc1ccc(cc1)C)c1sc(NC(OC)=O)nn1.